This data is from NCI-60 drug combinations with 297,098 pairs across 59 cell lines. The task is: Regression. Given two drug SMILES strings and cell line genomic features, predict the synergy score measuring deviation from expected non-interaction effect. (1) Drug 2: CS(=O)(=O)C1=CC(=C(C=C1)C(=O)NC2=CC(=C(C=C2)Cl)C3=CC=CC=N3)Cl. Synergy scores: CSS=3.27, Synergy_ZIP=-0.681, Synergy_Bliss=5.80, Synergy_Loewe=5.29, Synergy_HSA=5.34. Drug 1: CC1=C(C=C(C=C1)NC2=NC=CC(=N2)N(C)C3=CC4=NN(C(=C4C=C3)C)C)S(=O)(=O)N.Cl. Cell line: IGROV1. (2) Drug 1: CCC1(CC2CC(C3=C(CCN(C2)C1)C4=CC=CC=C4N3)(C5=C(C=C6C(=C5)C78CCN9C7C(C=CC9)(C(C(C8N6C=O)(C(=O)OC)O)OC(=O)C)CC)OC)C(=O)OC)O.OS(=O)(=O)O. Drug 2: CC1=C2C(C(=O)C3(C(CC4C(C3C(C(C2(C)C)(CC1OC(=O)C(C(C5=CC=CC=C5)NC(=O)C6=CC=CC=C6)O)O)OC(=O)C7=CC=CC=C7)(CO4)OC(=O)C)O)C)OC(=O)C. Cell line: A549. Synergy scores: CSS=8.77, Synergy_ZIP=0.259, Synergy_Bliss=5.08, Synergy_Loewe=-1.15, Synergy_HSA=0.567.